Task: Predict the product of the given reaction.. Dataset: Forward reaction prediction with 1.9M reactions from USPTO patents (1976-2016) (1) Given the reactants [OH:1][CH:2]1[CH2:20][CH:19]2[N:4]([C:5](=[O:39])[CH:6]([NH:31][C:32]([O:34][C:35]([CH3:38])([CH3:37])[CH3:36])=[O:33])[CH2:7][CH2:8][CH2:9][CH2:10][CH2:11][CH:12]=[CH:13][CH:14]3[C:16]([C:22]([NH:24][S:25]([CH:28]4[CH2:30][CH2:29]4)(=[O:27])=[O:26])=[O:23])([NH:17][C:18]2=[O:21])[CH2:15]3)[CH2:3]1.[CH2:40]1[O:51][C:50]2[CH:49]=[CH:48][C:44]([C:45](Cl)=[O:46])=[CH:43][C:42]=2[O:41]1, predict the reaction product. The product is: [CH2:40]1[O:51][C:50]2[CH:49]=[CH:48][C:44]([C:45]([O:1][CH:2]3[CH2:20][CH:19]4[N:4]([C:5](=[O:39])[CH:6]([NH:31][C:32]([O:34][C:35]([CH3:36])([CH3:38])[CH3:37])=[O:33])[CH2:7][CH2:8][CH2:9][CH2:10][CH2:11][CH:12]=[CH:13][CH:14]5[C:16]([C:22]([NH:24][S:25]([CH:28]6[CH2:30][CH2:29]6)(=[O:27])=[O:26])=[O:23])([NH:17][C:18]4=[O:21])[CH2:15]5)[CH2:3]3)=[O:46])=[CH:43][C:42]=2[O:41]1. (2) Given the reactants C(=O)([O-])[O-:2].[Na+].[Na+].Br[C:8]1[CH:13]=[CH:12][C:11]([CH2:14][S:15]([NH:18][CH3:19])(=[O:17])=[O:16])=[CH:10][CH:9]=1.CC1(C)C(C)(C)OB([C:28]2[CH:52]=[CH:51][C:31]([O:32][CH2:33][C:34]3[CH:46]=[CH:45][C:44]([C:47]([F:50])([F:49])[F:48])=[CH:43][C:35]=3[C:36]([O:38][C:39]([CH3:42])([CH3:41])[CH3:40])=[O:37])=[CH:30][CH:29]=2)O1.C(OCC)(=O)C, predict the reaction product. The product is: [OH:2][C:43]1[C:44]([C:47]([F:48])([F:50])[F:49])=[CH:45][CH:46]=[C:34]([CH2:33][O:32][C:31]2[CH:51]=[CH:52][C:28]([C:8]3[CH:13]=[CH:12][C:11]([CH2:14][S:15]([NH:18][CH3:19])(=[O:17])=[O:16])=[CH:10][CH:9]=3)=[CH:29][CH:30]=2)[C:35]=1[C:36]([O:38][C:39]([CH3:42])([CH3:40])[CH3:41])=[O:37]. (3) Given the reactants [OH-].[Na+].C([O:5][C:6]([C:8]1[S:9][CH:10]([CH2:22][CH3:23])[C:11]([C:15]2[CH:20]=[CH:19][CH:18]=[CH:17][C:16]=2[Br:21])([C:13]#[N:14])[CH:12]=1)=[O:7])C.Cl, predict the reaction product. The product is: [Br:21][C:16]1[CH:17]=[CH:18][CH:19]=[CH:20][C:15]=1[C:11]1([C:13]#[N:14])[CH:10]([CH2:22][CH3:23])[S:9][C:8]([C:6]([OH:7])=[O:5])=[CH:12]1. (4) Given the reactants [CH2:1]([O:3][C:4](=[O:41])[CH:5]([NH:22][C:23]([C:25]1([NH:30][C:31](=[O:40])[CH:32]([S:36][C:37](=[O:39])[CH3:38])[CH:33]([CH3:35])[CH3:34])[CH2:29][CH2:28][CH2:27][CH2:26]1)=[O:24])[CH2:6][C:7]1[CH:8]=[N:9][C:10]([C:13]2[CH:18]=[CH:17][CH:16]=[C:15]([N+:19]([O-])=O)[CH:14]=2)=[CH:11][CH:12]=1)[CH3:2], predict the reaction product. The product is: [CH2:1]([O:3][C:4](=[O:41])[CH:5]([NH:22][C:23]([C:25]1([NH:30][C:31](=[O:40])[CH:32]([S:36][C:37](=[O:39])[CH3:38])[CH:33]([CH3:35])[CH3:34])[CH2:26][CH2:27][CH2:28][CH2:29]1)=[O:24])[CH2:6][C:7]1[CH:8]=[N:9][C:10]([C:13]2[CH:18]=[CH:17][CH:16]=[C:15]([NH2:19])[CH:14]=2)=[CH:11][CH:12]=1)[CH3:2]. (5) Given the reactants Br[CH2:2][C:3]([C:5]1[CH:6]=[N:7][C:8]([NH:11][C:12]([C:15]2[C:20]([Cl:21])=[CH:19][CH:18]=[CH:17][N:16]=2)([CH3:14])[CH3:13])=[N:9][CH:10]=1)=O.[CH2:22]([O:24][C:25]([C:27]1[N:28]=[C:29]([NH2:32])[S:30][CH:31]=1)=[O:26])[CH3:23], predict the reaction product. The product is: [Cl:21][C:20]1[C:15]([C:12]([NH:11][C:8]2[N:7]=[CH:6][C:5]([C:3]3[N:32]=[C:29]4[N:28]([CH:2]=3)[C:27]([C:25]([O:24][CH2:22][CH3:23])=[O:26])=[CH:31][S:30]4)=[CH:10][N:9]=2)([CH3:14])[CH3:13])=[N:16][CH:17]=[CH:18][CH:19]=1. (6) Given the reactants [Cl:1][C:2]1[CH:3]=[C:4]2[C:8](=[CH:9][CH:10]=1)[NH:7][C:6]([NH2:11])=[C:5]2[S:12]([C:15]1[CH:20]=[CH:19][CH:18]=[CH:17][CH:16]=1)(=[O:14])=[O:13].N1C=CC=CC=1.[Br:27][CH2:28][C:29](Br)=[O:30], predict the reaction product. The product is: [Br:27][CH2:28][C:29]([NH:11][C:6]1[NH:7][C:8]2[C:4]([C:5]=1[S:12]([C:15]1[CH:20]=[CH:19][CH:18]=[CH:17][CH:16]=1)(=[O:14])=[O:13])=[CH:3][C:2]([Cl:1])=[CH:10][CH:9]=2)=[O:30]. (7) The product is: [Cl:1][C:2]1[CH:3]=[C:4]([C@@H:8]2[C@@H:13]([C:14]3[CH:19]=[CH:18][C:17]([Cl:20])=[CH:16][CH:15]=3)[N:12]([CH2:21][CH:22]3[CH2:23][CH2:24]3)[C:11](=[O:25])[C@H:10]([CH2:26][C:27]([O:29][CH3:30])=[O:28])[CH2:9]2)[CH:5]=[CH:6][CH:7]=1. Given the reactants [Cl:1][C:2]1[CH:3]=[C:4]([C@@H:8]2[C@@H:13]([C:14]3[CH:19]=[CH:18][C:17]([Cl:20])=[CH:16][CH:15]=3)[N:12]([CH2:21][CH:22]3[CH2:24][CH2:23]3)[C:11](=[O:25])[C@H:10]([CH2:26][C:27]([OH:29])=[O:28])[CH2:9]2)[CH:5]=[CH:6][CH:7]=1.[CH3:30][Si](C=[N+]=[N-])(C)C, predict the reaction product. (8) Given the reactants [CH3:1][C:2]1[CH:7]=[C:6]([C:8]2[C:12]3[CH:13]=[C:14]4[C:19](=[CH:20][C:11]=3[N:10](C(C3C=CC=CC=3)(C3C=CC=CC=3)C3C=CC=CC=3)[N:9]=2)[NH:18][C:17](=[O:21])[N:16]([CH2:22][C:23]2[N:24]=[CH:25][S:26][CH:27]=2)[CH2:15]4)[CH:5]=[CH:4][N:3]=1.C(O)(C(F)(F)F)=O, predict the reaction product. The product is: [CH3:1][C:2]1[CH:7]=[C:6]([C:8]2[C:12]3[CH:13]=[C:14]4[C:19](=[CH:20][C:11]=3[NH:10][N:9]=2)[NH:18][C:17](=[O:21])[N:16]([CH2:22][C:23]2[N:24]=[CH:25][S:26][CH:27]=2)[CH2:15]4)[CH:5]=[CH:4][N:3]=1.